From a dataset of Reaction yield outcomes from USPTO patents with 853,638 reactions. Predict the reaction yield, written as a fraction of the theoretical maximum amount of product (1.0 means a 100% yield; for example, 0.34 means a 34% yield). No catalyst specified. The reactants are [C:1]1([N:7]2[C:17]3[C:12](=[CH:13][CH:14]=[CH:15][CH:16]=3)[C:10](=O)[C:8]2=[O:9])[CH:6]=[CH:5][CH:4]=[CH:3][CH:2]=1.[NH2:18][C:19]1[CH:20]=[C:21]2[C:25](=[CH:26][CH:27]=1)[NH:24][CH:23]=[CH:22]2. The yield is 0.140. The product is [NH:24]1[C:25]2[C:21](=[CH:20][C:19]([N:18]=[C:10]3[C:12]4[C:17](=[CH:16][CH:15]=[CH:14][CH:13]=4)[N:7]([C:1]4[CH:6]=[CH:5][CH:4]=[CH:3][CH:2]=4)[C:8]3=[O:9])=[CH:27][CH:26]=2)[CH:22]=[CH:23]1.